This data is from Reaction yield outcomes from USPTO patents with 853,638 reactions. The task is: Predict the reaction yield, written as a fraction of the theoretical maximum amount of product (1.0 means a 100% yield; for example, 0.34 means a 34% yield). (1) The reactants are [CH3:1][O:2][C:3]1[N:4]=[N:5][C:6]([O:9][CH3:10])=[CH:7][CH:8]=1.[Li]CCCC.[CH2:16]([Sn:20]([CH2:26][CH2:27][CH2:28][CH3:29])([CH2:22][CH2:23][CH2:24][CH3:25])Cl)[CH2:17][CH2:18][CH3:19].[NH4+].[Cl-]. The catalyst is CCOCC.C1COCC1. The product is [CH3:1][O:2][C:3]1[N:4]=[N:5][C:6]([O:9][CH3:10])=[CH:7][C:8]=1[Sn:20]([CH2:22][CH2:23][CH2:24][CH3:25])([CH2:26][CH2:27][CH2:28][CH3:29])[CH2:16][CH2:17][CH2:18][CH3:19]. The yield is 0.368. (2) The reactants are [OH:1][C:2]1[C:3]([C:12]([OH:14])=[O:13])=[CH:4][C:5]2[C:10]([CH:11]=1)=[CH:9][CH:8]=[CH:7][CH:6]=2.[Br:15]Br. The catalyst is C(O)(=O)C. The product is [Br:15][C:11]1[C:10]2[C:5](=[CH:6][CH:7]=[CH:8][CH:9]=2)[CH:4]=[C:3]([C:12]([OH:14])=[O:13])[C:2]=1[OH:1]. The yield is 0.880. (3) The reactants are C[O:2][C:3](=[O:29])[CH2:4][CH2:5][CH2:6][N:7]1[C:16]2[CH:15]=[CH:14][C:13]([Br:17])=[CH:12][C:11]=2[C:10]2[N:18](C3CCCCO3)[N:19]=[C:20]([CH3:21])[C:9]=2[C:8]1=[O:28].FC(F)(F)C(O)=O. The catalyst is O. The product is [Br:17][C:13]1[CH:14]=[CH:15][C:16]2[N:7]([CH2:6][CH2:5][CH2:4][C:3]([OH:29])=[O:2])[C:8](=[O:28])[C:9]3[C:20]([CH3:21])=[N:19][NH:18][C:10]=3[C:11]=2[CH:12]=1. The yield is 0.970. (4) The reactants are [SH:1][C:2]1[CH:17]=[CH:16][C:15]([N+:18]([O-:20])=[O:19])=[CH:14][C:3]=1[CH2:4][N:5]([CH3:13])[C:6](=[O:12])[O:7][C:8]([CH3:11])([CH3:10])[CH3:9].C([O-])([O-])=O.[K+].[K+].Cl[C:28]([F:33])([F:32])C([O-])=O.[Na+]. The catalyst is CN(C=O)C.O. The product is [F:32][CH:28]([F:33])[S:1][C:2]1[CH:17]=[CH:16][C:15]([N+:18]([O-:20])=[O:19])=[CH:14][C:3]=1[CH2:4][N:5]([CH3:13])[C:6](=[O:12])[O:7][C:8]([CH3:9])([CH3:10])[CH3:11]. The yield is 0.445.